Regression. Given a peptide amino acid sequence and an MHC pseudo amino acid sequence, predict their binding affinity value. This is MHC class II binding data. From a dataset of Peptide-MHC class II binding affinity with 134,281 pairs from IEDB. (1) The peptide sequence is GVKFPGGGQIVGGVY. The MHC is HLA-DQA10501-DQB10301 with pseudo-sequence HLA-DQA10501-DQB10301. The binding affinity (normalized) is 0.750. (2) The peptide sequence is AFKVIATAANAAPAN. The MHC is DRB1_0701 with pseudo-sequence DRB1_0701. The binding affinity (normalized) is 0.657. (3) The peptide sequence is AFKWAATAANAAPAN. The binding affinity (normalized) is 0.834. The MHC is DRB1_0701 with pseudo-sequence DRB1_0701. (4) The peptide sequence is TDVLRYVILVGAAFA. The MHC is DRB1_1101 with pseudo-sequence DRB1_1101. The binding affinity (normalized) is 0.368. (5) The peptide sequence is YDKFLCNVSTVLTGK. The MHC is DRB1_1001 with pseudo-sequence DRB1_1001. The binding affinity (normalized) is 0.620. (6) The peptide sequence is DVCGMFTNRSGSQQWR. The MHC is HLA-DPA10201-DPB10101 with pseudo-sequence HLA-DPA10201-DPB10101. The binding affinity (normalized) is 0.106. (7) The peptide sequence is ALQSHDDVALVSVMW. The MHC is DRB3_0202 with pseudo-sequence DRB3_0202. The binding affinity (normalized) is 0.212.